This data is from Catalyst prediction with 721,799 reactions and 888 catalyst types from USPTO. The task is: Predict which catalyst facilitates the given reaction. (1) Reactant: [Cl:1][C:2]1[CH:7]=[CH:6][C:5]([CH:8]([CH3:12])C(O)=O)=[CH:4][CH:3]=1.C1C[O:16][CH2:15]C1. Product: [Cl:1][C:2]1[CH:3]=[CH:4][C:5]([CH2:8][CH2:12][CH2:15][OH:16])=[CH:6][CH:7]=1. The catalyst class is: 33. (2) Reactant: [Li][CH2:2][CH2:3][CH2:4][CH3:5].[Br-].C([P+](C1C=CC=CC=1)(C1C=CC=CC=1)C1C=CC=CC=1)CC.[N+:29]([C:32]1[CH:33]=[C:34]([CH:37]=[CH:38][CH:39]=1)C=O)([O-:31])=[O:30].[NH4+].[Cl-]. Product: [CH:2](/[C:38]1[CH:37]=[CH:34][CH:33]=[C:32]([N+:29]([O-:31])=[O:30])[CH:39]=1)=[CH:3]\[CH2:4][CH3:5]. The catalyst class is: 20. (3) Reactant: [CH:1](=O)[CH3:2].[CH3:4][O:5][C:6]([C:8]1[CH:9]=[C:10]([CH3:35])[C:11]2[O:17][C:16]3[C:18]([Cl:31])=[CH:19][C:20]([NH:22][CH2:23][CH2:24][N:25]4[CH2:30][CH2:29][O:28][CH2:27][CH2:26]4)=[CH:21][C:15]=3[CH2:14][S:13](=[O:33])(=[O:32])[C:12]=2[CH:34]=1)=[O:7].FC(F)(F)C(O)=O.C([BH3-])#N.[Na+]. Product: [CH3:4][O:5][C:6]([C:8]1[CH:9]=[C:10]([CH3:35])[C:11]2[O:17][C:16]3[C:18]([Cl:31])=[CH:19][C:20]([N:22]([CH2:1][CH3:2])[CH2:23][CH2:24][N:25]4[CH2:30][CH2:29][O:28][CH2:27][CH2:26]4)=[CH:21][C:15]=3[CH2:14][S:13](=[O:33])(=[O:32])[C:12]=2[CH:34]=1)=[O:7]. The catalyst class is: 5.